Dataset: Forward reaction prediction with 1.9M reactions from USPTO patents (1976-2016). Task: Predict the product of the given reaction. Given the reactants [CH2:1]([O:8][C:9]1[CH:10]=[C:11]2[C:16](=[CH:17][CH:18]=1)[C:15](=[O:19])[N:14]([CH2:20][CH:21]([CH3:23])[CH3:22])[C:13]([CH2:24][N:25]1C(=O)C3C(=CC=CC=3)C1=O)=[C:12]2[C:36]1[CH:41]=[CH:40][C:39]([F:42])=[CH:38][CH:37]=1)[C:2]1[CH:7]=[CH:6][CH:5]=[CH:4][CH:3]=1.O.NN.C(=O)([O-])O.[Na+].[C:59](O[C:59]([O:61][C:62]([CH3:65])([CH3:64])[CH3:63])=[O:60])([O:61][C:62]([CH3:65])([CH3:64])[CH3:63])=[O:60], predict the reaction product. The product is: [CH2:1]([O:8][C:9]1[CH:10]=[C:11]2[C:16](=[CH:17][CH:18]=1)[C:15](=[O:19])[N:14]([CH2:20][CH:21]([CH3:22])[CH3:23])[C:13]([CH2:24][NH:25][C:59](=[O:60])[O:61][C:62]([CH3:63])([CH3:64])[CH3:65])=[C:12]2[C:36]1[CH:37]=[CH:38][C:39]([F:42])=[CH:40][CH:41]=1)[C:2]1[CH:3]=[CH:4][CH:5]=[CH:6][CH:7]=1.